Regression. Given two drug SMILES strings and cell line genomic features, predict the synergy score measuring deviation from expected non-interaction effect. From a dataset of NCI-60 drug combinations with 297,098 pairs across 59 cell lines. (1) Drug 1: C1=CC(=CC=C1CCCC(=O)O)N(CCCl)CCCl. Drug 2: C1C(C(OC1N2C=NC3=C(N=C(N=C32)Cl)N)CO)O. Cell line: MALME-3M. Synergy scores: CSS=12.7, Synergy_ZIP=-5.05, Synergy_Bliss=-3.63, Synergy_Loewe=-5.68, Synergy_HSA=-3.99. (2) Drug 1: C1=CC=C(C=C1)NC(=O)CCCCCCC(=O)NO. Drug 2: CCN(CC)CCNC(=O)C1=C(NC(=C1C)C=C2C3=C(C=CC(=C3)F)NC2=O)C. Cell line: T-47D. Synergy scores: CSS=52.2, Synergy_ZIP=16.8, Synergy_Bliss=19.1, Synergy_Loewe=-12.9, Synergy_HSA=17.1. (3) Drug 1: CC=C1C(=O)NC(C(=O)OC2CC(=O)NC(C(=O)NC(CSSCCC=C2)C(=O)N1)C(C)C)C(C)C. Drug 2: C1CN1C2=NC(=NC(=N2)N3CC3)N4CC4. Cell line: MCF7. Synergy scores: CSS=22.9, Synergy_ZIP=1.64, Synergy_Bliss=2.71, Synergy_Loewe=-17.1, Synergy_HSA=3.24. (4) Drug 1: C1CCC(CC1)NC(=O)N(CCCl)N=O. Drug 2: C(=O)(N)NO. Cell line: MDA-MB-435. Synergy scores: CSS=4.44, Synergy_ZIP=5.29, Synergy_Bliss=6.11, Synergy_Loewe=-7.35, Synergy_HSA=-0.331. (5) Drug 1: C1CN1P(=S)(N2CC2)N3CC3. Drug 2: C1CC(C1)(C(=O)O)C(=O)O.[NH2-].[NH2-].[Pt+2]. Cell line: NCI-H460. Synergy scores: CSS=50.2, Synergy_ZIP=0.870, Synergy_Bliss=1.33, Synergy_Loewe=-7.47, Synergy_HSA=1.89.